This data is from TCR-epitope binding with 47,182 pairs between 192 epitopes and 23,139 TCRs. The task is: Binary Classification. Given a T-cell receptor sequence (or CDR3 region) and an epitope sequence, predict whether binding occurs between them. (1) The epitope is VLWAHGFEL. The TCR CDR3 sequence is CASTGGTGELFF. Result: 1 (the TCR binds to the epitope). (2) The epitope is LPRRSGAAGA. The TCR CDR3 sequence is CSVEGATGANVLTF. Result: 0 (the TCR does not bind to the epitope). (3) The epitope is NQKLIANQF. The TCR CDR3 sequence is CSGSGGTDTQYF. Result: 0 (the TCR does not bind to the epitope). (4) The epitope is YIFFASFYY. The TCR CDR3 sequence is CASSQIRGRGGFEQYF. Result: 0 (the TCR does not bind to the epitope). (5) The epitope is LLMPILTLT. The TCR CDR3 sequence is CASGREGPYNEQFF. Result: 0 (the TCR does not bind to the epitope). (6) The epitope is HTDFSSEIIGY. The TCR CDR3 sequence is CATHSGNTGELFF. Result: 0 (the TCR does not bind to the epitope). (7) Result: 1 (the TCR binds to the epitope). The epitope is AMFWSVPTV. The TCR CDR3 sequence is CASSQEVGSGNTIYF. (8) The epitope is KAYNVTQAF. The TCR CDR3 sequence is CASSQDGQGGSPLHF. Result: 1 (the TCR binds to the epitope).